This data is from Reaction yield outcomes from USPTO patents with 853,638 reactions. The task is: Predict the reaction yield, written as a fraction of the theoretical maximum amount of product (1.0 means a 100% yield; for example, 0.34 means a 34% yield). (1) The reactants are [F:1][C:2]1[CH:7]=[CH:6][CH:5]=[CH:4][C:3]=1[N:8]1[C:13]2[CH:14]=[CH:15][CH:16]=[CH:17][C:12]=2[CH2:11][NH:10][S:9]1(=[O:19])=[O:18].[Br:20][CH2:21][CH2:22][CH2:23][CH2:24]O. No catalyst specified. The product is [Br:20][CH2:21][CH2:22][CH2:23][CH2:24][N:10]1[CH2:11][C:12]2[CH:17]=[CH:16][CH:15]=[CH:14][C:13]=2[N:8]([C:3]2[CH:4]=[CH:5][CH:6]=[CH:7][C:2]=2[F:1])[S:9]1(=[O:19])=[O:18]. The yield is 0.660. (2) The yield is 0.350. The reactants are [CH:1]([O:4][P:5]([CH2:11]Br)(=[O:10])[O:6][CH:7]([CH3:9])[CH3:8])([CH3:3])[CH3:2].[OH:13][CH2:14][C:15]([CH2:38][CH3:39])=[CH:16][CH2:17][C:18]1[C:26]([O:27][CH2:28][CH2:29][Si:30]([CH3:33])([CH3:32])[CH3:31])=[C:25]2[C:21]([CH2:22][O:23][C:24]2=[O:34])=[C:20]([CH3:35])[C:19]=1[O:36][CH3:37].CC(C)([O-])C.[Li+].[Cl-].[Li+]. The catalyst is CN(C=O)C. The product is [CH:1]([O:4][P:5]([CH2:11][O:13][CH2:14][C:15]([CH2:38][CH3:39])=[CH:16][CH2:17][C:18]1[C:26]([O:27][CH2:28][CH2:29][Si:30]([CH3:32])([CH3:33])[CH3:31])=[C:25]2[C:21](=[C:20]([CH3:35])[C:19]=1[O:36][CH3:37])[CH2:22][O:23][C:24]2=[O:34])(=[O:10])[O:6][CH:7]([CH3:9])[CH3:8])([CH3:3])[CH3:2]. (3) The reactants are C(NC(C)C)(C)C.O1CCCC1.C([Li])CCC.[Br:18][C:19]1[S:20][CH:21]=[C:22]([Br:24])[N:23]=1.Cl[C:26]([O:28][CH2:29][CH3:30])=[O:27]. No catalyst specified. The product is [Br:18][C:19]1[S:20][C:21]([C:26]([O:28][CH2:29][CH3:30])=[O:27])=[C:22]([Br:24])[N:23]=1. The yield is 0.460. (4) The reactants are [F:1][C:2]1[CH:10]=[CH:9][CH:8]=[C:7]([NH:11][C:12]2[C:13]3[CH:45]=[CH:44][N:43](S(C4C=CC(C)=CC=4)(=O)=O)[C:14]=3[N:15]=[C:16]([NH:18][C:19]3[CH:24]=[CH:23][C:22]([N:25]4[CH2:30][CH2:29][CH:28]([N:31]5[CH2:36][CH2:35][N:34]([S:37]([CH3:40])(=[O:39])=[O:38])[CH2:33][CH2:32]5)[CH2:27][CH2:26]4)=[CH:21][C:20]=3[O:41][CH3:42])[N:17]=2)[C:3]=1[C:4]([NH2:6])=[O:5]. The catalyst is O1CCOCC1. The product is [F:1][C:2]1[CH:10]=[CH:9][CH:8]=[C:7]([NH:11][C:12]2[N:17]=[C:16]([NH:18][C:19]3[CH:24]=[CH:23][C:22]([N:25]4[CH2:30][CH2:29][CH:28]([N:31]5[CH2:36][CH2:35][N:34]([S:37]([CH3:40])(=[O:38])=[O:39])[CH2:33][CH2:32]5)[CH2:27][CH2:26]4)=[CH:21][C:20]=3[O:41][CH3:42])[NH:15][C:14]3=[N:43][CH:44]=[CH:45][C:13]=23)[C:3]=1[C:4]([NH2:6])=[O:5]. The yield is 0.447.